This data is from Peptide-MHC class I binding affinity with 185,985 pairs from IEDB/IMGT. The task is: Regression. Given a peptide amino acid sequence and an MHC pseudo amino acid sequence, predict their binding affinity value. This is MHC class I binding data. (1) The binding affinity (normalized) is 0.0883. The peptide sequence is QQLLALADR. The MHC is Mamu-B08 with pseudo-sequence Mamu-B08. (2) The peptide sequence is QLYLGGMSYY. The MHC is HLA-A31:01 with pseudo-sequence HLA-A31:01. The binding affinity (normalized) is 0.189. (3) The peptide sequence is KVNPEIDTT. The MHC is HLA-A02:01 with pseudo-sequence HLA-A02:01. The binding affinity (normalized) is 0. (4) The binding affinity (normalized) is 0.529. The MHC is HLA-A11:01 with pseudo-sequence HLA-A11:01. The peptide sequence is ILMNFHQKK. (5) The peptide sequence is SQLPPACPV. The MHC is HLA-A26:01 with pseudo-sequence HLA-A26:01. The binding affinity (normalized) is 0.0847. (6) The peptide sequence is NTANPDWDFN. The MHC is HLA-A03:01 with pseudo-sequence HLA-A03:01. The binding affinity (normalized) is 0.0800.